This data is from Forward reaction prediction with 1.9M reactions from USPTO patents (1976-2016). The task is: Predict the product of the given reaction. (1) Given the reactants C[O:2][C:3](=[O:19])[C:4]1[CH:9]=[C:8]([Br:10])[CH:7]=[CH:6][C:5]=1[O:11][CH:12]([C:14]([O:16]CC)=[O:15])[CH3:13].CO.[OH-].[Na+], predict the reaction product. The product is: [Br:10][C:8]1[CH:7]=[CH:6][C:5]([O:11][CH:12]([C:14]([OH:16])=[O:15])[CH3:13])=[C:4]([CH:9]=1)[C:3]([OH:19])=[O:2]. (2) The product is: [CH2:3]1[C:4]2[C:9](=[CH:8][CH:7]=[CH:6][CH:5]=2)[CH2:10][CH:2]1[NH:1][C:16](=[O:17])[O:15][C:11]([CH3:14])([CH3:13])[CH3:12]. Given the reactants [NH2:1][CH:2]1[CH2:10][C:9]2[C:4](=[CH:5][CH:6]=[CH:7][CH:8]=2)[CH2:3]1.[C:11]([O:15][C:16](O[C:16]([O:15][C:11]([CH3:14])([CH3:13])[CH3:12])=[O:17])=[O:17])([CH3:14])([CH3:13])[CH3:12].C(N(CC)CC)C, predict the reaction product. (3) Given the reactants [Br:1][C:2]1[CH:7]=[CH:6][C:5]([F:8])=[CH:4][C:3]=1[C:9]([N:11]1[CH2:16][CH2:15][N:14]([C:17]2[N:18]=[CH:19][C:20]([C:23]3[N:24]=[N:25][N:26]([CH2:28][C:29]([O:31]CC)=[O:30])[N:27]=3)=[N:21][CH:22]=2)[CH2:13][CH2:12]1)=[O:10].[Li+].[OH-].Cl, predict the reaction product. The product is: [Br:1][C:2]1[CH:7]=[CH:6][C:5]([F:8])=[CH:4][C:3]=1[C:9]([N:11]1[CH2:16][CH2:15][N:14]([C:17]2[N:18]=[CH:19][C:20]([C:23]3[N:24]=[N:25][N:26]([CH2:28][C:29]([OH:31])=[O:30])[N:27]=3)=[N:21][CH:22]=2)[CH2:13][CH2:12]1)=[O:10]. (4) Given the reactants C[O-].[Na+].[NH:4]1[C:12]2[C:7](=[CH:8][C:9]([NH:13][S:14]([C:17]3[C:26]4[C:21](=[CH:22][CH:23]=[CH:24][CH:25]=4)[CH:20]=[CH:19][CH:18]=3)(=[O:16])=[O:15])=[CH:10][CH:11]=2)[CH:6]=[CH:5]1.[CH3:27][N:28]1[CH2:33][CH2:32][C:31](=O)[CH2:30][CH2:29]1, predict the reaction product. The product is: [CH3:27][N:28]1[CH2:29][CH:30]=[C:31]([C:6]2[C:7]3[C:12](=[CH:11][CH:10]=[C:9]([NH:13][S:14]([C:17]4[C:26]5[C:21](=[CH:22][CH:23]=[CH:24][CH:25]=5)[CH:20]=[CH:19][CH:18]=4)(=[O:15])=[O:16])[CH:8]=3)[NH:4][CH:5]=2)[CH2:32][CH2:33]1. (5) Given the reactants C[O:2][C:3]([C@H:5]1[NH:21][C:20](=[O:22])[C@H:19]([CH:23]([CH3:25])[CH3:24])[NH:18][C:17](=[O:26])[C@@H:16]([NH:27][C:28]([C:30]2[NH:31][CH:32]=[CH:33][CH:34]=2)=[O:29])[CH2:15][C:14]2=[CH:35][CH:36]=[C:11]([CH:12]=[CH:13]2)[O:10][CH2:9][CH2:8][CH2:7][CH2:6]1)=O.CC(C[AlH]CC(C)C)C.CCOC(C)=O, predict the reaction product. The product is: [CH:3]([C@H:5]1[NH:21][C:20](=[O:22])[C@H:19]([CH:23]([CH3:25])[CH3:24])[NH:18][C:17](=[O:26])[C@@H:16]([NH:27][C:28]([C:30]2[NH:31][CH:32]=[CH:33][CH:34]=2)=[O:29])[CH2:15][C:14]2=[CH:13][CH:12]=[C:11]([CH:36]=[CH:35]2)[O:10][CH2:9][CH2:8][CH2:7][CH2:6]1)=[O:2]. (6) Given the reactants [CH3:1][C:2]([CH3:7])([CH3:6])[C:3](Cl)=[O:4].[Cl:8][C:9]1[CH:34]=[CH:33][C:12]2[N:13]3[C:17]([CH2:18][NH:19][CH2:20][C:11]=2[CH:10]=1)=[N:16][N:15]=[C:14]3[CH:21]1[CH2:26][CH2:25][N:24]([C:27]2[N:32]=[CH:31][CH:30]=[CH:29][N:28]=2)[CH2:23][CH2:22]1, predict the reaction product. The product is: [Cl:8][C:9]1[CH:34]=[CH:33][C:12]2[N:13]3[C:17]([CH2:18][N:19]([C:3](=[O:4])[C:2]([CH3:7])([CH3:6])[CH3:1])[CH2:20][C:11]=2[CH:10]=1)=[N:16][N:15]=[C:14]3[CH:21]1[CH2:26][CH2:25][N:24]([C:27]2[N:28]=[CH:29][CH:30]=[CH:31][N:32]=2)[CH2:23][CH2:22]1.